Dataset: Peptide-MHC class I binding affinity with 185,985 pairs from IEDB/IMGT. Task: Regression. Given a peptide amino acid sequence and an MHC pseudo amino acid sequence, predict their binding affinity value. This is MHC class I binding data. (1) The peptide sequence is SILSLETVKM. The MHC is HLA-A02:03 with pseudo-sequence HLA-A02:03. The binding affinity (normalized) is 0.434. (2) The peptide sequence is NQLYLTVSF. The MHC is HLA-B39:01 with pseudo-sequence HLA-B39:01. The binding affinity (normalized) is 0.411. (3) The peptide sequence is EQLQLLMPLK. The MHC is HLA-A33:01 with pseudo-sequence HLA-A33:01. The binding affinity (normalized) is 0.282. (4) The peptide sequence is YTVKYPNLSDL. The MHC is H-2-Db with pseudo-sequence H-2-Db. The binding affinity (normalized) is 0. (5) The binding affinity (normalized) is 0.0847. The MHC is HLA-A01:01 with pseudo-sequence HLA-A01:01. The peptide sequence is YPAEITLTW.